From a dataset of Catalyst prediction with 721,799 reactions and 888 catalyst types from USPTO. Predict which catalyst facilitates the given reaction. (1) Reactant: [OH-].[Na+].O.C[O:5][C:6](=[O:42])[CH2:7][C:8]1[CH:13]=[CH:12][C:11]([C:14]2[CH:19]=[CH:18][C:17]([C:20]([CH2:38][CH3:39])([C:23]3[CH:28]=[CH:27][C:26]([CH2:29][CH2:30][CH:31]([OH:36])[C:32]([CH3:35])([CH3:34])[CH3:33])=[C:25]([CH3:37])[CH:24]=3)[CH2:21][CH3:22])=[CH:16][C:15]=2[CH3:40])=[CH:10][C:9]=1[Cl:41].Cl. Product: [CH2:21]([C:20]([C:17]1[CH:18]=[CH:19][C:14]([C:11]2[CH:12]=[CH:13][C:8]([CH2:7][C:6]([OH:42])=[O:5])=[C:9]([Cl:41])[CH:10]=2)=[C:15]([CH3:40])[CH:16]=1)([C:23]1[CH:28]=[CH:27][C:26]([CH2:29][CH2:30][CH:31]([OH:36])[C:32]([CH3:34])([CH3:35])[CH3:33])=[C:25]([CH3:37])[CH:24]=1)[CH2:38][CH3:39])[CH3:22]. The catalyst class is: 5. (2) Reactant: CO.[O:3]1[C:7]2[CH:8]=[CH:9][CH:10]=[CH:11][C:6]=2[CH:5]=[C:4]1[C:12]1[CH:24]=[CH:23][C:15]([C:16]([O:18][C:19]([CH3:22])([CH3:21])[CH3:20])=[O:17])=[C:14]([N+:25]([O-])=O)[CH:13]=1. The catalyst class is: 770. Product: [NH2:25][C:14]1[CH:13]=[C:12]([C:4]2[O:3][C:7]3[CH:8]=[CH:9][CH:10]=[CH:11][C:6]=3[CH:5]=2)[CH:24]=[CH:23][C:15]=1[C:16]([O:18][C:19]([CH3:22])([CH3:21])[CH3:20])=[O:17]. (3) Reactant: CON(C)[C:4](=[O:12])[C:5]1[CH:10]=[CH:9][CH:8]=[CH:7][C:6]=1[CH3:11].[CH:14]1([Mg]Br)[CH2:16][CH2:15]1.O1CCCC1.C(OCC)(=O)C.Cl. Product: [CH3:11][C:6]1[CH:7]=[CH:8][CH:9]=[CH:10][C:5]=1[C:4]([CH:14]1[CH2:16][CH2:15]1)=[O:12]. The catalyst class is: 7. (4) Reactant: [NH:1]([C:21]([O:23][C:24]([CH3:27])([CH3:26])[CH3:25])=[O:22])[C@H:2]([C:18](O)=[O:19])[CH2:3][C:4]1[N:8]=[CH:7][N:6]([CH2:9][O:10][CH2:11][C:12]2[CH:17]=[CH:16][CH:15]=[CH:14][CH:13]=2)[CH:5]=1.[NH:28]1[CH2:47][CH2:46][CH2:45][C@H:29]1[C:30]([NH:32][C@@H:33]([C:35]([O:37][CH2:38][C:39]1[CH:44]=[CH:43][CH:42]=[CH:41][CH:40]=1)=[O:36])[CH3:34])=[O:31].Cl.CN(C(ON1N=NC2C=CC=NC1=2)=[N+](C)C)C.F[P-](F)(F)(F)(F)F. Product: [NH:1]([C:21]([O:23][C:24]([CH3:27])([CH3:26])[CH3:25])=[O:22])[C@H:2]([C:18]([N:28]1[CH2:47][CH2:46][CH2:45][C@H:29]1[C:30]([NH:32][C@@H:33]([C:35]([O:37][CH2:38][C:39]1[CH:40]=[CH:41][CH:42]=[CH:43][CH:44]=1)=[O:36])[CH3:34])=[O:31])=[O:19])[CH2:3][C:4]1[N:8]=[CH:7][N:6]([CH2:9][O:10][CH2:11][C:12]2[CH:13]=[CH:14][CH:15]=[CH:16][CH:17]=2)[CH:5]=1. The catalyst class is: 174. (5) Reactant: [Br:1][C:2]1[C:7](=[O:8])[N:6]2[CH:9]=[CH:10][CH:11]=[CH:12][C:5]2=[N:4][C:3]=1Cl.[CH3:14][O-:15].[Na+]. Product: [Br:1][C:2]1[C:7](=[O:8])[N:6]2[CH:9]=[CH:10][CH:11]=[CH:12][C:5]2=[N:4][C:3]=1[O:15][CH3:14]. The catalyst class is: 5. (6) Reactant: [CH2:1]([N:3]1[CH2:8][C:7]([CH3:10])([CH3:9])[O:6][C:5](=[O:11])[CH:4]1[CH2:12][C:13]([OH:15])=O)[CH3:2].C(N(C(C)C)CC)(C)C.CN(C(ON1N=[N:40][C:35]2[CH:36]=[CH:37][CH:38]=[N:39][C:34]1=2)=[N+](C)C)C.F[P-](F)(F)(F)(F)F.NC1C=NC=CC=1. Product: [CH2:1]([N:3]1[CH2:8][C:7]([CH3:9])([CH3:10])[O:6][C:5](=[O:11])[CH:4]1[CH2:12][C:13]([NH:40][C:35]1[CH:34]=[N:39][CH:38]=[CH:37][CH:36]=1)=[O:15])[CH3:2]. The catalyst class is: 3.